Dataset: NCI-60 drug combinations with 297,098 pairs across 59 cell lines. Task: Regression. Given two drug SMILES strings and cell line genomic features, predict the synergy score measuring deviation from expected non-interaction effect. (1) Drug 1: CC1=C(C(=O)C2=C(C1=O)N3CC4C(C3(C2COC(=O)N)OC)N4)N. Drug 2: C1C(C(OC1N2C=NC3=C2NC=NCC3O)CO)O. Cell line: SF-295. Synergy scores: CSS=15.4, Synergy_ZIP=-4.81, Synergy_Bliss=-4.24, Synergy_Loewe=-10.3, Synergy_HSA=-1.93. (2) Drug 1: C1=CC(=CC=C1CC(C(=O)O)N)N(CCCl)CCCl.Cl. Drug 2: C1CC(C1)(C(=O)O)C(=O)O.[NH2-].[NH2-].[Pt+2]. Cell line: A549. Synergy scores: CSS=40.1, Synergy_ZIP=-9.28, Synergy_Bliss=-1.88, Synergy_Loewe=-2.72, Synergy_HSA=-0.303. (3) Drug 1: CCC1=C2CN3C(=CC4=C(C3=O)COC(=O)C4(CC)O)C2=NC5=C1C=C(C=C5)O. Drug 2: CNC(=O)C1=NC=CC(=C1)OC2=CC=C(C=C2)NC(=O)NC3=CC(=C(C=C3)Cl)C(F)(F)F. Cell line: CCRF-CEM. Synergy scores: CSS=33.0, Synergy_ZIP=6.47, Synergy_Bliss=10.6, Synergy_Loewe=-56.4, Synergy_HSA=1.07. (4) Drug 1: CC12CCC(CC1=CCC3C2CCC4(C3CC=C4C5=CN=CC=C5)C)O. Drug 2: CC1=CC2C(CCC3(C2CCC3(C(=O)C)OC(=O)C)C)C4(C1=CC(=O)CC4)C. Cell line: UACC-257. Synergy scores: CSS=-1.20, Synergy_ZIP=0.0182, Synergy_Bliss=-3.18, Synergy_Loewe=-9.83, Synergy_HSA=-5.92. (5) Synergy scores: CSS=13.7, Synergy_ZIP=-6.91, Synergy_Bliss=-2.91, Synergy_Loewe=-3.56, Synergy_HSA=-3.43. Cell line: SF-539. Drug 2: C1CCC(C(C1)N)N.C(=O)(C(=O)[O-])[O-].[Pt+4]. Drug 1: C1=CC(=CC=C1CC(C(=O)O)N)N(CCCl)CCCl.Cl. (6) Drug 1: COC1=C(C=C2C(=C1)N=CN=C2NC3=CC(=C(C=C3)F)Cl)OCCCN4CCOCC4. Drug 2: C1=CC(=CC=C1CCCC(=O)O)N(CCCl)CCCl. Cell line: NCI-H226. Synergy scores: CSS=29.2, Synergy_ZIP=-2.66, Synergy_Bliss=3.37, Synergy_Loewe=-12.6, Synergy_HSA=6.13. (7) Synergy scores: CSS=5.13, Synergy_ZIP=8.94, Synergy_Bliss=10.9, Synergy_Loewe=6.98, Synergy_HSA=7.41. Cell line: UACC62. Drug 1: CC1CCC2CC(C(=CC=CC=CC(CC(C(=O)C(C(C(=CC(C(=O)CC(OC(=O)C3CCCCN3C(=O)C(=O)C1(O2)O)C(C)CC4CCC(C(C4)OC)OCCO)C)C)O)OC)C)C)C)OC. Drug 2: CC12CCC3C(C1CCC2O)C(CC4=C3C=CC(=C4)O)CCCCCCCCCS(=O)CCCC(C(F)(F)F)(F)F.